From a dataset of Catalyst prediction with 721,799 reactions and 888 catalyst types from USPTO. Predict which catalyst facilitates the given reaction. (1) Reactant: [H-].[Na+].[CH3:3][O:4][C:5]1[CH:6]=[C:7]2[C:15](=[CH:16][CH:17]=1)[NH:14][C:13]1[C:12]3[CH:18]=[CH:19][CH:20]=[N:21][C:11]=3[S:10][CH2:9][C:8]2=1.[CH3:22]I. Product: [CH3:3][O:4][C:5]1[CH:6]=[C:7]2[C:15](=[CH:16][CH:17]=1)[N:14]([CH3:22])[C:13]1[C:12]3[CH:18]=[CH:19][CH:20]=[N:21][C:11]=3[S:10][CH2:9][C:8]2=1. The catalyst class is: 3. (2) Reactant: [C:1]([NH:8][CH:9]1[CH2:13][CH2:12][NH:11][CH2:10]1)([O:3][C:4]([CH3:7])([CH3:6])[CH3:5])=[O:2].C(=O)(O)[O-].[Na+].[C:19](Cl)(=[O:30])[O:20][CH2:21][C:22]1[CH:27]=[C:26]([Cl:28])[CH:25]=[C:24]([Cl:29])[CH:23]=1. Product: [C:4]([O:3][C:1]([NH:8][CH:9]1[CH2:13][CH2:12][N:11]([C:19]([O:20][CH2:21][C:22]2[CH:23]=[C:24]([Cl:29])[CH:25]=[C:26]([Cl:28])[CH:27]=2)=[O:30])[CH2:10]1)=[O:2])([CH3:7])([CH3:6])[CH3:5]. The catalyst class is: 2. (3) Reactant: [H-].[Na+].C1(=O)NC(=O)C2=CC=CC=C12.Br[CH2:15][C:16]([O:18][C:19]([CH3:22])([CH3:21])[CH3:20])=[O:17].[OH2:23].[NH2:24]N. Product: [NH2:24][O:23][CH2:15][C:16]([O:18][C:19]([CH3:22])([CH3:21])[CH3:20])=[O:17]. The catalyst class is: 3. (4) Reactant: [N+:1]([C:4]1[CH:12]=[CH:11][CH:10]=[C:9]2[C:5]=1[CH2:6][N:7]([CH:14]([CH2:20][C:21](O)=O)[C@@H:15](C(=O)N)[NH2:16])[C:8]2=[O:13])([O-:3])=[O:2].S(Cl)(Cl)=O.[OH2:28].[C:29](=O)([O-])[O-:30].[Na+].[Na+]. Product: [N+:1]([C:4]1[CH:12]=[CH:11][CH:10]=[C:9]2[C:5]=1[CH2:6][N:7]([CH:14]1[CH2:20][CH2:21][C:29](=[O:30])[NH:16][C:15]1=[O:28])[C:8]2=[O:13])([O-:3])=[O:2]. The catalyst class is: 405. (5) Reactant: [CH:1]1[C:10]2[C:5](=[CH:6][C:7]([C:11]3[S:15][C:14]([N:16]4[C@@H:25]([CH2:26][N:27]5C(=O)C6C=CC=CC=6C5=O)[CH2:24][C:23]5[C:18](=[CH:19][CH:20]=[CH:21][CH:22]=5)[CH2:17]4)=[N:13][N:12]=3)=[CH:8][CH:9]=2)[CH:4]=[CH:3][N:2]=1.C1C2C(=CC(C3SC(N[C@H](CC4C=CC=CC=4)CN4C(=O)C5C=CC=CC=5C4=O)=NN=3)=CC=2)C=CN=1.C(O)=O.C=O. Product: [CH:1]1[C:10]2[C:5](=[CH:6][C:7]([C:11]3[S:15][C:14]([N:16]4[C@@H:25]([CH2:26][NH2:27])[CH2:24][C:23]5[C:18](=[CH:19][CH:20]=[CH:21][CH:22]=5)[CH2:17]4)=[N:13][N:12]=3)=[CH:8][CH:9]=2)[CH:4]=[CH:3][N:2]=1. The catalyst class is: 2. (6) Reactant: [O:1]=[C:2]([C@H:25]([CH3:41])[C@@H:26]([O:32][C:33]([O:35][CH2:36][C:37]([Cl:40])([Cl:39])[Cl:38])=[O:34])[C@@H:27]([CH3:31])[CH2:28][CH:29]=[CH2:30])[C:3]([CH3:24])([CH3:23])[C@@H:4]([OH:22])[C@H:5]([CH3:21])[C:6]([N:8]1[C@@H:12]([CH2:13][C:14]2[CH:19]=[CH:18][CH:17]=[CH:16][CH:15]=2)[CH2:11][O:10][C:9]1=[O:20])=[O:7].N1C=CN=C1.[CH2:47]([Si:49](Cl)([CH2:52][CH3:53])[CH2:50][CH3:51])[CH3:48].O. Product: [O:1]=[C:2]([C@H:25]([CH3:41])[C@@H:26]([O:32][C:33]([O:35][CH2:36][C:37]([Cl:39])([Cl:40])[Cl:38])=[O:34])[C@@H:27]([CH3:31])[CH2:28][CH:29]=[CH2:30])[C:3]([CH3:23])([CH3:24])[C@@H:4]([O:22][Si:49]([CH2:52][CH3:53])([CH2:50][CH3:51])[CH2:47][CH3:48])[C@H:5]([CH3:21])[C:6]([N:8]1[C@@H:12]([CH2:13][C:14]2[CH:19]=[CH:18][CH:17]=[CH:16][CH:15]=2)[CH2:11][O:10][C:9]1=[O:20])=[O:7]. The catalyst class is: 9.